From a dataset of Peptide-MHC class I binding affinity with 185,985 pairs from IEDB/IMGT. Regression. Given a peptide amino acid sequence and an MHC pseudo amino acid sequence, predict their binding affinity value. This is MHC class I binding data. (1) The peptide sequence is ETGLSASDV. The MHC is HLA-A68:02 with pseudo-sequence HLA-A68:02. The binding affinity (normalized) is 0.368. (2) The peptide sequence is EVDSFSLGLL. The MHC is HLA-A26:01 with pseudo-sequence HLA-A26:01. The binding affinity (normalized) is 0.301. (3) The peptide sequence is KKKQRSGVL. The MHC is HLA-B08:01 with pseudo-sequence HLA-B08:01. The binding affinity (normalized) is 0.285. (4) The peptide sequence is YVFPVIFSK. The MHC is Mamu-B03 with pseudo-sequence Mamu-B03. The binding affinity (normalized) is 0. (5) The peptide sequence is YECTSRHFT. The MHC is HLA-B44:02 with pseudo-sequence HLA-B44:02. The binding affinity (normalized) is 0.0847. (6) The MHC is HLA-A01:01 with pseudo-sequence HLA-A01:01. The binding affinity (normalized) is 0.0847. The peptide sequence is VVYRGTTTY. (7) The peptide sequence is DYCNVLNKEF. The binding affinity (normalized) is 0. The MHC is HLA-B45:01 with pseudo-sequence HLA-B45:01. (8) The peptide sequence is KFAEESYTYY. The MHC is HLA-A03:01 with pseudo-sequence HLA-A03:01. The binding affinity (normalized) is 0.216. (9) The peptide sequence is ISDSNPFLTQW. The MHC is HLA-B58:01 with pseudo-sequence HLA-B58:01. The binding affinity (normalized) is 1.00. (10) The peptide sequence is ANFPGLAKV. The MHC is HLA-A33:01 with pseudo-sequence HLA-A33:01. The binding affinity (normalized) is 0.191.